Task: Regression. Given a peptide amino acid sequence and an MHC pseudo amino acid sequence, predict their binding affinity value. This is MHC class I binding data.. Dataset: Peptide-MHC class I binding affinity with 185,985 pairs from IEDB/IMGT The peptide sequence is REGDLTCNST. The MHC is Mamu-A11 with pseudo-sequence Mamu-A11. The binding affinity (normalized) is 0.615.